Task: Regression. Given a peptide amino acid sequence and an MHC pseudo amino acid sequence, predict their binding affinity value. This is MHC class II binding data.. Dataset: Peptide-MHC class II binding affinity with 134,281 pairs from IEDB (1) The peptide sequence is VFSPGRKNGSFIIDG. The MHC is DRB1_0701 with pseudo-sequence DRB1_0701. The binding affinity (normalized) is 0.399. (2) The peptide sequence is AFHLDGDNLFPKV. The MHC is DRB1_0401 with pseudo-sequence DRB1_0401. The binding affinity (normalized) is 0.475. (3) The peptide sequence is YEDAKSPLTASKLTY. The MHC is DRB1_0301 with pseudo-sequence DRB1_0301. The binding affinity (normalized) is 0.156. (4) The MHC is DRB1_1302 with pseudo-sequence DRB1_1302. The peptide sequence is TNIRQAGVQYSR. The binding affinity (normalized) is 0.253. (5) The peptide sequence is MKVVIVTSVASLLDASIQFQK. The MHC is DRB1_0101 with pseudo-sequence DRB1_0101. The binding affinity (normalized) is 0.451. (6) The peptide sequence is WDDLRSLCLFSYHRLR. The MHC is DRB3_0101 with pseudo-sequence DRB3_0101. The binding affinity (normalized) is 0.517. (7) The peptide sequence is IHIGDSSKVTITDTT. The MHC is DRB1_1001 with pseudo-sequence DRB1_1001. The binding affinity (normalized) is 0.